Task: Predict the product of the given reaction.. Dataset: Forward reaction prediction with 1.9M reactions from USPTO patents (1976-2016) (1) Given the reactants [F:1][C:2]1[CH:3]=[C:4]([CH:29]=[C:30]([F:32])[CH:31]=1)[CH2:5][NH:6][C:7]1[CH:12]=[C:11]([NH:13][C:14]2[CH:19]=[CH:18][C:17]([C:20]([O:22]CC)=[O:21])=[CH:16][CH:15]=2)[N:10]=[CH:9][C:8]=1[CH2:25][C:26]([NH2:28])=[O:27].Cl, predict the reaction product. The product is: [C:20]([C:17]1[CH:16]=[CH:15][C:14]([NH:13][C:11]2[N:10]=[CH:9][C:8]([CH2:25][C:26]([NH2:28])=[O:27])=[C:7]([NH:6][CH2:5][C:4]3[CH:3]=[C:2]([F:1])[CH:31]=[C:30]([F:32])[CH:29]=3)[CH:12]=2)=[CH:19][CH:18]=1)([OH:22])=[O:21]. (2) Given the reactants [Br:1][C:2]1[CH:3]=[C:4]([C:12]#[N:13])[C:5](=[O:11])[NH:6][C:7]=1[CH:8]([CH3:10])[CH3:9].C(N(CC)CC)C.[F:21][C:22]([F:35])([F:34])[S:23](O[S:23]([C:22]([F:35])([F:34])[F:21])(=[O:25])=[O:24])(=[O:25])=[O:24], predict the reaction product. The product is: [F:21][C:22]([F:35])([F:34])[S:23]([O:11][C:5]1[C:4]([C:12]#[N:13])=[CH:3][C:2]([Br:1])=[C:7]([CH:8]([CH3:10])[CH3:9])[N:6]=1)(=[O:25])=[O:24]. (3) Given the reactants FC(F)(F)C(O)=O.[CH3:8][O:9][CH2:10][CH2:11][N:12]([CH2:28][C:29]1[CH:34]=[CH:33][C:32]([S:35][C:36]([CH3:45])([CH3:44])[C:37]([O:39]C(C)(C)C)=[O:38])=[CH:31][CH:30]=1)[CH2:13][C:14]1[N:15]=[C:16]([CH2:20][C:21]2[CH:26]=[CH:25][CH:24]=[C:23]([CH3:27])[CH:22]=2)[O:17][C:18]=1[CH3:19], predict the reaction product. The product is: [CH3:8][O:9][CH2:10][CH2:11][N:12]([CH2:28][C:29]1[CH:34]=[CH:33][C:32]([S:35][C:36]([CH3:45])([CH3:44])[C:37]([OH:39])=[O:38])=[CH:31][CH:30]=1)[CH2:13][C:14]1[N:15]=[C:16]([CH2:20][C:21]2[CH:26]=[CH:25][CH:24]=[C:23]([CH3:27])[CH:22]=2)[O:17][C:18]=1[CH3:19]. (4) Given the reactants C[O:2][C:3]1[CH:4]=[C:5]([N+:16]([O-:18])=[O:17])[CH:6]=[CH:7][C:8]=1[O:9][C:10]1[CH:15]=[CH:14][CH:13]=[CH:12][CH:11]=1.Br, predict the reaction product. The product is: [N+:16]([C:5]1[CH:6]=[CH:7][C:8]([O:9][C:10]2[CH:15]=[CH:14][CH:13]=[CH:12][CH:11]=2)=[C:3]([OH:2])[CH:4]=1)([O-:18])=[O:17]. (5) Given the reactants C(O[C:6]([C:8]1[C:16]2[C:11](=[CH:12][C:13]([Cl:18])=[C:14]([Cl:17])[CH:15]=2)[N:10]([CH3:19])[C:9]=1[CH2:20]Cl)=[O:7])(C)(C)C.Cl.[CH3:23][O:24][C:25]1[CH:30]=[CH:29][C:28]([NH2:31])=[CH:27][C:26]=1[O:32][CH2:33][CH2:34][N:35]1[CH2:40][CH2:39][CH2:38][CH2:37][CH2:36]1.FC(F)(F)C(O)=O.C(Cl)(=O)C(Cl)=O, predict the reaction product. The product is: [ClH:17].[Cl:17][C:14]1[C:13]([Cl:18])=[CH:12][C:11]2[N:10]([CH3:19])[C:9]3[CH2:20][N:31]([C:28]4[CH:29]=[CH:30][C:25]([O:24][CH3:23])=[C:26]([O:32][CH2:33][CH2:34][N:35]5[CH2:36][CH2:37][CH2:38][CH2:39][CH2:40]5)[CH:27]=4)[C:6](=[O:7])[C:8]=3[C:16]=2[CH:15]=1. (6) Given the reactants [C:1]12([C:11]3[CH:21]=[CH:20][C:14]([O:15][CH2:16][C:17](O)=[O:18])=[C:13]([Cl:22])[CH:12]=3)[CH2:10][CH:5]3[CH2:6][CH:7]([CH2:9][CH:3]([CH2:4]3)[CH2:2]1)[CH2:8]2.[CH3:23][N:24]1[CH2:29][CH2:28][NH:27][CH2:26][CH2:25]1, predict the reaction product. The product is: [C:1]12([C:11]3[CH:21]=[CH:20][C:14]([O:15][CH2:16][C:17]([N:27]4[CH2:28][CH2:29][N:24]([CH3:23])[CH2:25][CH2:26]4)=[O:18])=[C:13]([Cl:22])[CH:12]=3)[CH2:8][CH:7]3[CH2:6][CH:5]([CH2:4][CH:3]([CH2:9]3)[CH2:2]1)[CH2:10]2. (7) Given the reactants [C:1]1([C:34]2[CH:39]=[CH:38][CH:37]=[CH:36][CH:35]=2)[CH:6]=[CH:5][C:4]([CH2:7][C@H:8]([NH:26]C(OC(C)(C)C)=O)[C:9]([N:11]2[CH2:15][CH2:14][CH2:13][C@H:12]2[C:16]([O:18][CH2:19][C:20]2[CH:25]=[CH:24][CH:23]=[CH:22][CH:21]=2)=[O:17])=[O:10])=[CH:3][CH:2]=1.[ClH:40].O1CCOCC1, predict the reaction product. The product is: [ClH:40].[NH2:26][C@@H:8]([CH2:7][C:4]1[CH:3]=[CH:2][C:1]([C:34]2[CH:35]=[CH:36][CH:37]=[CH:38][CH:39]=2)=[CH:6][CH:5]=1)[C:9]([N:11]1[CH2:15][CH2:14][CH2:13][C@H:12]1[C:16]([O:18][CH2:19][C:20]1[CH:25]=[CH:24][CH:23]=[CH:22][CH:21]=1)=[O:17])=[O:10]. (8) The product is: [Si:1]([O:8][CH2:9][C:10]1[N:11]=[CH:12][N:13]([C:15]2[CH:16]=[C:17]([NH:18][C:28]3[C:37]4[CH2:36][CH2:35][C:34]5[CH:38]=[CH:39][CH:40]=[CH:41][C:33]=5[C:32]=4[N:31]=[CH:30][N:29]=3)[CH:19]=[CH:20][CH:21]=2)[CH:14]=1)([C:4]([CH3:7])([CH3:5])[CH3:6])([CH3:3])[CH3:2]. Given the reactants [Si:1]([O:8][CH2:9][C:10]1[N:11]=[CH:12][N:13]([C:15]2[CH:16]=[C:17]([CH:19]=[CH:20][CH:21]=2)[NH2:18])[CH:14]=1)([C:4]([CH3:7])([CH3:6])[CH3:5])([CH3:3])[CH3:2].C([Li])CCC.Cl[C:28]1[C:37]2[CH2:36][CH2:35][C:34]3[CH:38]=[CH:39][CH:40]=[CH:41][C:33]=3[C:32]=2[N:31]=[CH:30][N:29]=1.O, predict the reaction product. (9) Given the reactants C(S[C:4]1[NH:5][C:6](=[O:14])[C:7]2[CH2:12][S:11][CH:10]([CH3:13])[C:8]=2[N:9]=1)C.Cl.CC(O)=[O:18], predict the reaction product. The product is: [CH3:13][CH:10]1[C:8]2[NH:9][C:4](=[O:18])[NH:5][C:6](=[O:14])[C:7]=2[CH2:12][S:11]1.